From a dataset of Full USPTO retrosynthesis dataset with 1.9M reactions from patents (1976-2016). Predict the reactants needed to synthesize the given product. (1) The reactants are: [N:1]1[CH:6]=[CH:5][CH:4]=[CH:3][C:2]=1[CH2:7][CH2:8][S:9]([OH:12])(=O)=[O:10].CN(C=O)C.S(Cl)([Cl:20])=O. Given the product [ClH:20].[N:1]1[CH:6]=[CH:5][CH:4]=[CH:3][C:2]=1[CH2:7][CH2:8][S:9]([Cl:20])(=[O:12])=[O:10], predict the reactants needed to synthesize it. (2) Given the product [CH3:35][O:36][C:37](=[O:25])[C:9]1[CH:4]=[CH:5][N:6]=[CH:7][C:8]=1[C:15]1[C:16]2[C:21](=[CH:20][CH:19]=[CH:18][CH:17]=2)[CH:12]=[N:13][CH:14]=1, predict the reactants needed to synthesize it. The reactants are: COC(=O)[C:4]1[CH:9]=[CH:8][CH:7]=[N:6][C:5]=1Br.[CH:12]1[C:21]2[C:16](=[CH:17][CH:18]=[CH:19][CH:20]=2)[C:15](B(O)O)=[CH:14][N:13]=1.[O-:25]P([O-])([O-])=O.[K+].[K+].[K+].O1C[CH2:37][O:36][CH2:35]C1. (3) Given the product [F:1][C:2]1[CH:3]=[CH:4][C:5]([CH:8]2[O:24][C:47](=[O:32])[NH:44][CH:9]2[CH2:13][C:14]2[CH:19]=[CH:18][CH:17]=[C:16]([O:20][CH:21]([CH3:22])[CH3:23])[CH:15]=2)=[CH:6][CH:7]=1, predict the reactants needed to synthesize it. The reactants are: [F:1][C:2]1[CH:7]=[CH:6][C:5]([CH:8]([OH:24])[CH:9]([CH2:13][C:14]2[CH:19]=[CH:18][CH:17]=[C:16]([O:20][CH:21]([CH3:23])[CH3:22])[CH:15]=2)C(O)=O)=[CH:4][CH:3]=1.C1(P(N=[N+]=[N-])(C2C=CC=CC=2)=[O:32])C=CC=CC=1.C([N:44]([CH2:47]C)CC)C. (4) The reactants are: [C:1]1([C:7]2[O:11][C:10]([SH:12])=[N:9][N:8]=2)[CH:6]=[CH:5][CH:4]=[CH:3][CH:2]=1.Br[CH2:14][C:15](=[O:21])[C:16]([O:18][CH2:19][CH3:20])=[O:17].N1C=CN=C1. Given the product [CH2:19]([O:18][C:16](=[O:17])[C:15](=[O:21])[CH2:14][S:12][C:10]1[O:11][C:7]([C:1]2[CH:2]=[CH:3][CH:4]=[CH:5][CH:6]=2)=[N:8][N:9]=1)[CH3:20], predict the reactants needed to synthesize it. (5) The reactants are: [C:1]1([S:7]([N:10]2[C:14]3=[N:15][CH:16]=[C:17]([C:19]#[C:20][CH2:21][O:22][CH3:23])[CH:18]=[C:13]3[CH:12]=[CH:11]2)(=[O:9])=[O:8])[CH:6]=[CH:5][CH:4]=[CH:3][CH:2]=1.[CH2:24]([Li])[CH2:25][CH2:26][CH3:27].[CH3:29][CH2:30][CH2:31]CCC.C1(C=[O:41])CCCC1. Given the product [C:1]1([S:7]([N:10]2[C:14]3=[N:15][CH:16]=[C:17]([C:19]#[C:20][CH2:21][O:22][CH3:23])[CH:18]=[C:13]3[CH:12]=[C:11]2[CH:24]([OH:41])[CH2:25][CH:26]2[CH2:27][CH2:31][CH2:30][CH2:29]2)(=[O:8])=[O:9])[CH:6]=[CH:5][CH:4]=[CH:3][CH:2]=1, predict the reactants needed to synthesize it. (6) Given the product [C:60]([O:59][C@@H:4]1[C:3]2[C:15]([CH3:16])([CH3:17])[C@@:14]([OH:41])([CH2:18][C@H:19]([O:20][C:21](=[O:22])[C@H:23]([OH:40])[C@@H:24]([NH:31][C:32](=[O:33])[C:34]3[CH:39]=[CH:38][CH:37]=[CH:36][CH:35]=3)[C:25]3[CH:26]=[CH:27][CH:28]=[CH:29][CH:30]=3)[C:2]=2[CH3:1])[C@@H:13]([O:42][C:43](=[O:44])[C:45]2[CH:50]=[CH:49][CH:48]=[CH:47][CH:46]=2)[CH:12]2[C@:11]3([O:53][C:54](=[O:55])[CH3:56])[CH2:51][O:52][C@@H:10]3[CH2:9][C@H:8]([O:57][Si:69]([CH2:70][CH2:71][CH2:72][CH2:73][C:74]([O:76][CH2:77][C:78]3[CH:79]=[CH:80][CH:81]=[CH:82][CH:83]=3)=[O:75])([CH3:85])[CH3:84])[C@@:7]2([CH3:58])[C:5]1=[O:6])(=[O:61])[CH3:62], predict the reactants needed to synthesize it. The reactants are: [CH3:1][C:2]1[C@@H:19]([O:20][C:21]([C@H:23]([OH:40])[C@@H:24]([NH:31][C:32]([C:34]2[CH:35]=[CH:36][CH:37]=[CH:38][CH:39]=2)=[O:33])[C:25]2[CH:26]=[CH:27][CH:28]=[CH:29][CH:30]=2)=[O:22])[CH2:18][C@:14]2([OH:41])[C:15]([CH3:17])([CH3:16])[C:3]=1[C@@H:4]([O:59][C:60]([CH3:62])=[O:61])[C:5]([C@@:7]1([CH3:58])[C@H:12]([C@@H:13]2[O:42][C:43]([C:45]2[CH:46]=[CH:47][CH:48]=[CH:49][CH:50]=2)=[O:44])[C@:11]2([O:53][C:54]([CH3:56])=[O:55])[CH2:51][O:52][C@@H:10]2[CH2:9][C@@H:8]1[OH:57])=[O:6].N1C=CN=C1.Cl[Si:69]([CH3:85])([CH3:84])[CH2:70][CH2:71][CH2:72][CH2:73][C:74]([O:76][CH2:77][C:78]1[CH:83]=[CH:82][CH:81]=[CH:80][CH:79]=1)=[O:75].[SiH3]Cl.